The task is: Predict the product of the given reaction.. This data is from Forward reaction prediction with 1.9M reactions from USPTO patents (1976-2016). (1) Given the reactants [C:1]1([C:25]2[CH:30]=[CH:29][CH:28]=[CH:27][CH:26]=2)[CH:6]=[CH:5][CH:4]=[C:3]([NH:7][C@@H:8]([CH2:12][C:13]2[CH:18]=[C:17]([O:19][CH3:20])[C:16]([O:21][CH3:22])=[C:15]([O:23][CH3:24])[CH:14]=2)[C:9]([OH:11])=[O:10])[CH:2]=1.N[C@H](CC1C=C(OC)C(OC)=C(OC)C=1)C(O)=O, predict the reaction product. The product is: [C:1]1([C:25]2[CH:26]=[CH:27][CH:28]=[CH:29][CH:30]=2)[CH:6]=[CH:5][CH:4]=[C:3]([NH:7][C@H:8]([CH2:12][C:13]2[CH:18]=[C:17]([O:19][CH3:20])[C:16]([O:21][CH3:22])=[C:15]([O:23][CH3:24])[CH:14]=2)[C:9]([OH:11])=[O:10])[CH:2]=1. (2) The product is: [Br:1][CH2:2][CH2:3][CH2:4][CH2:5][CH2:6][O:7][Si:17]([C:13]([CH3:16])([CH3:15])[CH3:14])([CH3:20])[CH3:19]. Given the reactants [Br:1][CH2:2][CH2:3][CH2:4][CH2:5][CH2:6][OH:7].N1C=CN=C1.[C:13]([Si:17]([CH3:20])([CH3:19])Cl)([CH3:16])([CH3:15])[CH3:14].O, predict the reaction product. (3) The product is: [C:1]([Si:5]([CH3:22])([CH3:21])[O:6][CH:7]1[CH2:12][CH2:11][C:10]([B:23]2[O:27][C:26]([CH3:29])([CH3:28])[C:25]([CH3:31])([CH3:30])[O:24]2)=[CH:9][CH2:8]1)([CH3:4])([CH3:3])[CH3:2]. Given the reactants [C:1]([Si:5]([CH3:22])([CH3:21])[O:6][CH:7]1[CH2:12][CH2:11][C:10](OS(C(F)(F)F)(=O)=O)=[CH:9][CH2:8]1)([CH3:4])([CH3:3])[CH3:2].[B:23]1([B:23]2[O:27][C:26]([CH3:29])([CH3:28])[C:25]([CH3:31])([CH3:30])[O:24]2)[O:27][C:26]([CH3:29])([CH3:28])[C:25]([CH3:31])([CH3:30])[O:24]1, predict the reaction product. (4) Given the reactants [NH2:1][C:2]1[CH:3]=[C:4]([CH:9]=[CH:10][C:11]=1[OH:12])[C:5]([O:7][CH3:8])=[O:6].[C:13]([S-])(=[S:17])OCC.[K+], predict the reaction product. The product is: [S:17]=[C:13]1[NH:1][C:2]2[CH:3]=[C:4]([C:5]([O:7][CH3:8])=[O:6])[CH:9]=[CH:10][C:11]=2[O:12]1. (5) Given the reactants C([N:8]1[CH2:13][CH:12]=[C:11]([C:14]2[C:15]([OH:24])=[N:16][C:17]3[C:22]([CH:23]=2)=[CH:21][CH:20]=[CH:19][CH:18]=3)[CH2:10][CH2:9]1)C1C=CC=CC=1, predict the reaction product. The product is: [NH:8]1[CH2:9][CH2:10][CH:11]([C:14]2[C:15](=[O:24])[NH:16][C:17]3[C:22]([CH:23]=2)=[CH:21][CH:20]=[CH:19][CH:18]=3)[CH2:12][CH2:13]1. (6) Given the reactants [Cl:1][C:2]1[CH:3]=[C:4]([N:8]2[C:12]([C:13]3[CH:18]=[CH:17][CH:16]=[C:15]([O:19][CH2:20][CH2:21][CH2:22][N:23]4[CH2:27][CH2:26][CH2:25][CH2:24]4)[CH:14]=3)=[CH:11][C:10]([C:28]([O:30]CC)=[O:29])=[N:9]2)[CH:5]=[CH:6][CH:7]=1.ClC1C=C(N2C(C3C=C(F)C=C(Cl)C=3)=CC(C(O)=O)=N2)C=CC=1F, predict the reaction product. The product is: [Cl:1][C:2]1[CH:3]=[C:4]([N:8]2[C:12]([C:13]3[CH:18]=[CH:17][CH:16]=[C:15]([O:19][CH2:20][CH2:21][CH2:22][N:23]4[CH2:27][CH2:26][CH2:25][CH2:24]4)[CH:14]=3)=[CH:11][C:10]([C:28]([OH:30])=[O:29])=[N:9]2)[CH:5]=[CH:6][CH:7]=1. (7) Given the reactants FC(F)(F)S(O[C:7]1[C:16]([Cl:17])=[C:15]2[C:10]([CH2:11][CH2:12][NH:13][C:14]2=[O:18])=[CH:9][CH:8]=1)(=O)=O.[CH3:21][N:22]1[C:26](B2OC(C)(C)C(C)(C)O2)=[CH:25][CH:24]=[N:23]1.C([O-])([O-])=O.[Na+].[Na+], predict the reaction product. The product is: [Cl:17][C:16]1[C:7]([C:26]2[N:22]([CH3:21])[N:23]=[CH:24][CH:25]=2)=[CH:8][CH:9]=[C:10]2[C:15]=1[C:14](=[O:18])[NH:13][CH2:12][CH2:11]2. (8) Given the reactants C([O:3][C:4](=[O:32])[C:5]1[CH:10]=[CH:9][C:8]([CH:11]([C:20](=[O:31])[NH:21][C:22]2[O:23][C:24]3[CH:30]=[CH:29][CH:28]=[CH:27][C:25]=3[N:26]=2)[CH2:12][C:13]2[CH:18]=[CH:17][C:16]([F:19])=[CH:15][CH:14]=2)=[CH:7][CH:6]=1)C, predict the reaction product. The product is: [O:23]1[C:24]2[CH:30]=[CH:29][CH:28]=[CH:27][C:25]=2[N:26]=[C:22]1[NH:21][C:20]([CH:11]([C:8]1[CH:7]=[CH:6][C:5]([C:4]([OH:32])=[O:3])=[CH:10][CH:9]=1)[CH2:12][C:13]1[CH:14]=[CH:15][C:16]([F:19])=[CH:17][CH:18]=1)=[O:31]. (9) Given the reactants [F:1][C:2]1([F:11])[O:6][C:5]2[CH:7]=[CH:8][CH:9]=[CH:10][C:4]=2[O:3]1.[Li]C(CC)C.C[O:18]B(OC)OC.OO.[OH-].[Na+], predict the reaction product. The product is: [F:11][C:2]1([F:1])[O:3][C:4]2[CH:10]=[CH:9][CH:8]=[C:7]([OH:18])[C:5]=2[O:6]1. (10) Given the reactants Cl.[F:2][C:3]1[CH:8]=[CH:7][C:6]([NH:9][NH2:10])=[C:5]([CH3:11])[CH:4]=1.C(N(CC)CC)C.FC(F)(F)C(O)=O.[F:26][C:27]([F:46])([F:45])[C:28](=O)[CH2:29][C:30]([C:32]1[CH:42]=[C:41]([F:43])[C:35]2[O:36][CH2:37][C:38](=[O:40])[NH:39][C:34]=2[CH:33]=1)=O, predict the reaction product. The product is: [F:43][C:41]1[C:35]2[O:36][CH2:37][C:38](=[O:40])[NH:39][C:34]=2[CH:33]=[C:32]([C:30]2[N:9]([C:6]3[CH:7]=[CH:8][C:3]([F:2])=[CH:4][C:5]=3[CH3:11])[N:10]=[C:28]([C:27]([F:46])([F:45])[F:26])[CH:29]=2)[CH:42]=1.